This data is from Catalyst prediction with 721,799 reactions and 888 catalyst types from USPTO. The task is: Predict which catalyst facilitates the given reaction. (1) Reactant: [CH:1]1[N:5]=[CH:4][N:3]([C:6]([N:8]2C=N[CH:10]=[CH:9]2)=[O:7])[CH:2]=1.Cl.N[C@H]1C2[C:18](=[C:19]([C:24]3[S:28][C:27]([C:29]4[CH:30]=[CH:31][C:32]([O:37][CH:38]([CH3:40])[CH3:39])=[C:33]([CH:36]=4)[C:34]#[N:35])=[N:26][N:25]=3)[CH:20]=[CH:21][CH:22]=2)[CH2:17][CH2:16]1.[CH3:41][CH2:42]N(CC)CC.Cl.N1CC(O)[CH2:50]1. Product: [C:34]([C:33]1[CH:36]=[C:29]([C:27]2[S:28][C:24]([C:19]3[CH:20]=[CH:21][CH:22]=[C:10]4[C:18]=3[CH2:17][CH2:16][C@H:9]4[NH:8][C:6]([N:3]3[CH2:42][CH2:41][C@@H:1]([N:5]([CH3:4])[CH3:50])[CH2:2]3)=[O:7])=[N:25][N:26]=2)[CH:30]=[CH:31][C:32]=1[O:37][CH:38]([CH3:39])[CH3:40])#[N:35]. The catalyst class is: 2. (2) Reactant: [CH3:1][NH:2][NH2:3].Cl[C:5]1[C:10]([C:11]([O:13][CH2:14][CH3:15])=[O:12])=[CH:9][N:8]=[C:7]([S:16][CH3:17])[N:6]=1.O. Product: [CH2:14]([O:13][C:11]([C:10]1[C:5]([N:2]([CH3:1])[NH2:3])=[N:6][C:7]([S:16][CH3:17])=[N:8][CH:9]=1)=[O:12])[CH3:15]. The catalyst class is: 8. (3) Reactant: C([C:3](=[C:7](SC)SC)[C:4]([NH2:6])=O)#N.Cl[C:13]1[CH:14]=[C:15]([NH:19][C:20]2[C:24]([C:25]([NH2:27])=[O:26])=[C:23]([NH:28]CC3C=CC(O)=CC=3)[NH:22][N:21]=2)[CH:16]=[CH:17][CH:18]=1.[NH2:37][C:38]1C=CC(C2CCCCN2C2CCNCC2)=CC=1.O.NN. Product: [NH2:28][C:23]1[NH:22][N:21]=[C:20]([NH:19][C:15]2[CH:14]=[CH:13][C:18]([N:6]3[CH:4]=[C:3]([CH3:7])[N:37]=[CH:38]3)=[CH:17][CH:16]=2)[C:24]=1[C:25]([NH2:27])=[O:26]. The catalyst class is: 14. (4) Reactant: [O:1]=[C:2]1[N:6]([C:7]([O:9][C:10]([CH3:13])([CH3:12])[CH3:11])=[O:8])[C@H:5]([C:14]([O:16][CH2:17][C:18]2[CH:23]=[CH:22][CH:21]=[CH:20][CH:19]=2)=[O:15])[CH2:4][CH2:3]1.[Li+].[B-](CC)(CC)CC.C(=O)([O-])O.[Na+]. Product: [OH:1][CH:2]1[N:6]([C:7]([O:9][C:10]([CH3:12])([CH3:13])[CH3:11])=[O:8])[C@H:5]([C:14]([O:16][CH2:17][C:18]2[CH:19]=[CH:20][CH:21]=[CH:22][CH:23]=2)=[O:15])[CH2:4][CH2:3]1. The catalyst class is: 1. (5) Reactant: C[O:2][C:3](=[O:25])[C:4]1[CH:9]=[CH:8][C:7]([NH:10][CH:11]([CH2:14][CH3:15])[CH2:12][CH3:13])=[C:6]([NH:16][C:17](=O)[CH2:18][C:19]2[O:23][N:22]=[CH:21][CH:20]=2)[CH:5]=1.Cl.O. Product: [CH2:12]([CH:11]([N:10]1[C:7]2[CH:8]=[CH:9][C:4]([C:3]([OH:2])=[O:25])=[CH:5][C:6]=2[N:16]=[C:17]1[CH2:18][C:19]1[O:23][N:22]=[CH:21][CH:20]=1)[CH2:14][CH3:15])[CH3:13]. The catalyst class is: 12. (6) Product: [N+:14]([C:15]1[CH:24]=[C:23]2[C:19]([CH2:20][CH2:21][CH2:22]2)=[CH:18][C:16]=1[NH:17][C:26](=[O:27])[CH3:28])([O-:25])=[O:1]. The catalyst class is: 2. Reactant: [OH:1]O.N1(CCCC2N=[N+:14]([O-:25])[C:15]3[CH:24]=[C:23]4[C:19]([CH2:20][CH2:21][CH2:22]4)=[CH:18][C:16]=3[N:17]=2)CCOCC1.[C:26](O)([C:28](F)(F)F)=[O:27].N. (7) Reactant: C(OC(NC(=C[C:14]1[CH:15]=[C:16]2[C:21](=[CH:22][CH:23]=1)[N:20]=[C:19]([C:24]1[C:29]([Cl:30])=[CH:28][CH:27]=[CH:26][C:25]=1[Cl:31])[CH:18]=[CH:17]2)C([O-])=O)=O)(C)(C)C.F[C:33](F)(F)[C:34]([OH:36])=O.[C:39]([O-:42])(O)=[O:40].[Na+].[CH2:44](Cl)Cl. Product: [Cl:30][C:29]1[CH:28]=[CH:27][CH:26]=[C:25]([Cl:31])[C:24]=1[C:19]1[CH:18]=[CH:17][C:16]2[C:21](=[CH:22][CH:23]=[C:14]([CH:33]=[C:34]([OH:36])[C:39]([O:42][CH3:44])=[O:40])[CH:15]=2)[N:20]=1. The catalyst class is: 520. (8) Reactant: [OH:1][CH2:2][C:3]1[CH:4]=[C:5]2[N:10]([C:11]=1[C:12]1[CH2:13][CH2:14][N:15]([C:18]([O:20][C:21]([CH3:24])([CH3:23])[CH3:22])=[O:19])[CH2:16][CH:17]=1)[CH:9]=[CH:8][CH:7]=[CH:6]2. Product: [CH:2]([C:3]1[CH:4]=[C:5]2[N:10]([C:11]=1[C:12]1[CH2:13][CH2:14][N:15]([C:18]([O:20][C:21]([CH3:24])([CH3:23])[CH3:22])=[O:19])[CH2:16][CH:17]=1)[CH:9]=[CH:8][CH:7]=[CH:6]2)=[O:1]. The catalyst class is: 697.